This data is from Full USPTO retrosynthesis dataset with 1.9M reactions from patents (1976-2016). The task is: Predict the reactants needed to synthesize the given product. (1) Given the product [CH2:1]([C@@H:8]([CH2:13][N:14]1[CH2:19][CH2:18][C@:17]([C:21]2[CH:26]=[CH:25][CH:24]=[C:23]([C:27](=[O:29])[NH2:28])[CH:22]=2)([CH3:20])[C@@H:16]([CH3:30])[CH2:15]1)[C:9]([O-:11])=[O:10])[C:2]1[CH:3]=[CH:4][CH:5]=[CH:6][CH:7]=1.[Li+:40], predict the reactants needed to synthesize it. The reactants are: [CH2:1]([C@@H:8]([CH2:13][N:14]1[CH2:19][CH2:18][C@:17]([C:21]2[CH:26]=[CH:25][CH:24]=[C:23]([C:27](=[O:29])[NH2:28])[CH:22]=2)([CH3:20])[C@@H:16]([CH3:30])[CH2:15]1)[C:9]([O:11]C)=[O:10])[C:2]1[CH:7]=[CH:6][CH:5]=[CH:4][CH:3]=1.O1CCCC1.CO.O.[OH-].[Li+:40].O. (2) Given the product [C:2](=[O:3])([O:33][CH2:32][CH2:31][O:30][CH2:29][CH2:28][O:27][CH2:26][CH2:25][O:24][CH2:23][CH2:22][O:21][CH2:20][CH2:19][O:18][CH2:17][CH2:16][O:15][CH2:14][CH2:13][O:12][CH2:11][CH2:10][O:9][CH3:8])[O:4][CH:5]([Cl:7])[CH3:6], predict the reactants needed to synthesize it. The reactants are: Cl[C:2]([O:4][CH:5]([Cl:7])[CH3:6])=[O:3].[CH3:8][O:9][CH2:10][CH2:11][O:12][CH2:13][CH2:14][O:15][CH2:16][CH2:17][O:18][CH2:19][CH2:20][O:21][CH2:22][CH2:23][O:24][CH2:25][CH2:26][O:27][CH2:28][CH2:29][O:30][CH2:31][CH2:32][OH:33].N1C=CC=CC=1.